This data is from Full USPTO retrosynthesis dataset with 1.9M reactions from patents (1976-2016). The task is: Predict the reactants needed to synthesize the given product. (1) Given the product [ClH:1].[NH:9]1[CH2:14][CH2:13][CH:12]([CH2:15][C:16]([O:18][CH3:19])=[O:17])[CH2:11][CH2:10]1, predict the reactants needed to synthesize it. The reactants are: [ClH:1].C([N:9]1[CH2:14][CH2:13][CH:12]([CH2:15][C:16]([O:18][CH3:19])=[O:17])[CH2:11][CH2:10]1)(OC(C)(C)C)=O. (2) Given the product [CH2:38]([C:35]1[CH:34]=[N:33][C:32]([N:29]2[CH2:30][CH2:31][CH:26]([CH2:25][CH2:24][CH2:23][O:12][C:9]3[CH:10]=[C:11]4[C:6](=[CH:7][CH:8]=3)[CH2:5][N:4]([S:13]([CH3:16])(=[O:15])=[O:14])[CH2:3][C:2]4([CH3:17])[CH3:1])[CH2:27][CH2:28]2)=[N:37][CH:36]=1)[CH3:39], predict the reactants needed to synthesize it. The reactants are: [CH3:1][C:2]1([CH3:17])[C:11]2[C:6](=[CH:7][CH:8]=[C:9]([OH:12])[CH:10]=2)[CH2:5][N:4]([S:13]([CH3:16])(=[O:15])=[O:14])[CH2:3]1.CS(O[CH2:23][CH2:24][CH2:25][CH:26]1[CH2:31][CH2:30][N:29]([C:32]2[N:37]=[CH:36][C:35]([CH2:38][CH3:39])=[CH:34][N:33]=2)[CH2:28][CH2:27]1)(=O)=O.